This data is from NCI-60 drug combinations with 297,098 pairs across 59 cell lines. The task is: Regression. Given two drug SMILES strings and cell line genomic features, predict the synergy score measuring deviation from expected non-interaction effect. (1) Drug 1: CC1=C2C(C(=O)C3(C(CC4C(C3C(C(C2(C)C)(CC1OC(=O)C(C(C5=CC=CC=C5)NC(=O)OC(C)(C)C)O)O)OC(=O)C6=CC=CC=C6)(CO4)OC(=O)C)OC)C)OC. Drug 2: C1C(C(OC1N2C=C(C(=O)NC2=O)F)CO)O. Cell line: KM12. Synergy scores: CSS=60.7, Synergy_ZIP=-1.19, Synergy_Bliss=0.281, Synergy_Loewe=7.81, Synergy_HSA=8.56. (2) Drug 1: CN(C)N=NC1=C(NC=N1)C(=O)N. Drug 2: CNC(=O)C1=NC=CC(=C1)OC2=CC=C(C=C2)NC(=O)NC3=CC(=C(C=C3)Cl)C(F)(F)F. Cell line: SF-268. Synergy scores: CSS=25.4, Synergy_ZIP=0.296, Synergy_Bliss=2.51, Synergy_Loewe=-15.9, Synergy_HSA=-2.37.